From a dataset of Forward reaction prediction with 1.9M reactions from USPTO patents (1976-2016). Predict the product of the given reaction. The product is: [NH:23]1[C:31]2[C:26](=[CH:27][CH:28]=[C:29]([NH:32][C:10]([NH:9][C:4]3[CH:5]=[C:6]([F:8])[CH:7]=[C:2]([Cl:1])[CH:3]=3)=[N:12][C:13](=[O:22])[CH2:14][C:15]3[CH:20]=[CH:19][C:18]([Cl:21])=[CH:17][CH:16]=3)[CH:30]=2)[CH:25]=[N:24]1. Given the reactants [Cl:1][C:2]1[CH:3]=[C:4]([NH:9][C:10]([NH:12][C:13](=[O:22])[CH2:14][C:15]2[CH:20]=[CH:19][C:18]([Cl:21])=[CH:17][CH:16]=2)=S)[CH:5]=[C:6]([F:8])[CH:7]=1.[NH:23]1[C:31]2[C:26](=[CH:27][CH:28]=[C:29]([NH2:32])[CH:30]=2)[CH:25]=[N:24]1.C(Cl)CCl, predict the reaction product.